Dataset: Full USPTO retrosynthesis dataset with 1.9M reactions from patents (1976-2016). Task: Predict the reactants needed to synthesize the given product. (1) Given the product [OH:1][C@@H:2]([C:3]1[N:29]([C@H:30]2[CH2:31][CH2:32][C@H:33]([CH2:36][C:37]#[N:38])[CH2:34][CH2:35]2)[C:21]2=[C:22]3[S:28][CH:27]=[CH:26][C:23]3=[N:24][CH:25]=[C:20]2[N:5]=1)[CH3:6], predict the reactants needed to synthesize it. The reactants are: [OH:1][C@H:2]([CH3:6])[C:3]([NH2:5])=O.F[B-](F)(F)F.C([O+](CC)CC)C.N[C:20]1[C:21]([NH:29][C@H:30]2[CH2:35][CH2:34][C@H:33]([CH2:36][C:37]#[N:38])[CH2:32][CH2:31]2)=[C:22]2[S:28][CH:27]=[CH:26][C:23]2=[N:24][CH:25]=1. (2) Given the product [CH3:38][C:39]([CH3:43])([CH3:42])[C:40]#[C:41][C:2]1[CH:3]=[C:4]2[C@:15]3([CH2:19][O:18][C:17]([NH2:20])=[N:16]3)[C:14]3[C:9](=[CH:10][CH:11]=[C:12]([C:21]4[C:22]([F:27])=[N:23][CH:24]=[CH:25][CH:26]=4)[CH:13]=3)[O:8][C:5]2=[N:6][CH:7]=1, predict the reactants needed to synthesize it. The reactants are: Br[C:2]1[CH:3]=[C:4]2[C@:15]3([CH2:19][O:18][C:17]([NH2:20])=[N:16]3)[C:14]3[C:9](=[CH:10][CH:11]=[C:12]([C:21]4[C:22]([F:27])=[N:23][CH:24]=[CH:25][CH:26]=4)[CH:13]=3)[O:8][C:5]2=[N:6][CH:7]=1.C1COCC1.CN(C=O)C.[CH3:38][C:39]([CH3:43])([CH3:42])[C:40]#[CH:41]. (3) Given the product [F:18][C:19]1[CH:25]=[CH:24][C:23]([CH3:26])=[CH:22][C:20]=1[NH:21][C:6]1[CH:5]=[CH:4][N:3]=[C:2]([Cl:1])[N:7]=1, predict the reactants needed to synthesize it. The reactants are: [Cl:1][C:2]1[N:7]=[C:6](Cl)[CH:5]=[CH:4][N:3]=1.CCN(C(C)C)C(C)C.[F:18][C:19]1[CH:25]=[CH:24][C:23]([CH3:26])=[CH:22][C:20]=1[NH2:21]. (4) Given the product [C:1]([O:5][C:6]([N:8]1[CH2:13][CH2:12][CH:11]([N:14]2[C:15]3[C:20](=[CH:19][CH:18]=[CH:17][CH:16]=3)[C:23]([F:25])([F:24])[C:22]2=[O:27])[CH2:10][CH2:9]1)=[O:7])([CH3:4])([CH3:3])[CH3:2], predict the reactants needed to synthesize it. The reactants are: [C:1]([O:5][C:6]([N:8]1[CH2:13][CH2:12][CH:11]([N:14]([C:22](=[O:27])[C:23](Br)([F:25])[F:24])[C:15]2[CH:20]=[CH:19][CH:18]=[CH:17][C:16]=2I)[CH2:10][CH2:9]1)=[O:7])([CH3:4])([CH3:3])[CH3:2]. (5) Given the product [F:1][C:2]1[CH:7]=[C:6]([F:8])[CH:5]=[CH:4][C:3]=1[C:9]1[N:14]=[C:13]([CH:15]([C:24]2[CH:25]=[C:26]([CH:29]=[CH:30][C:31]=2[F:32])[C:27]#[N:28])[C:16](=[O:23])[C:17]#[CH:18])[CH:12]=[CH:11][CH:10]=1, predict the reactants needed to synthesize it. The reactants are: [F:1][C:2]1[CH:7]=[C:6]([F:8])[CH:5]=[CH:4][C:3]=1[C:9]1[N:14]=[C:13]([CH:15]([C:24]2[CH:25]=[C:26]([CH:29]=[CH:30][C:31]=2[F:32])[C:27]#[N:28])[C:16](=[O:23])[C:17]#[C:18][Si](C)(C)C)[CH:12]=[CH:11][CH:10]=1.CCCC[N+](CCCC)(CCCC)CCCC.[F-].[NH4+].[Cl-]. (6) Given the product [C:13]([C:11]1[N:12]=[C:8]([CH2:7][N:4]2[N:3]=[C:2]([NH:1][C:27]([C:23]3[N:24]=[CH:25][O:26][C:22]=3[C:16]3[CH:17]=[CH:18][CH:19]=[CH:20][CH:21]=3)=[O:28])[CH:6]=[N:5]2)[O:9][CH:10]=1)(=[O:15])[CH3:14], predict the reactants needed to synthesize it. The reactants are: [NH2:1][C:2]1[CH:6]=[N:5][N:4]([CH2:7][C:8]2[O:9][CH:10]=[C:11]([C:13](=[O:15])[CH3:14])[N:12]=2)[N:3]=1.[C:16]1([C:22]2[O:26][CH:25]=[N:24][C:23]=2[C:27](O)=[O:28])[CH:21]=[CH:20][CH:19]=[CH:18][CH:17]=1.